From a dataset of Forward reaction prediction with 1.9M reactions from USPTO patents (1976-2016). Predict the product of the given reaction. (1) The product is: [F:1][C:2]1[CH:10]=[CH:9][C:8]([C:11]([F:14])([F:13])[F:12])=[CH:7][C:3]=1[C:4]([NH:23][C:21]1[CH:20]=[CH:19][N:18]=[C:17]([O:16][CH3:15])[CH:22]=1)=[O:5]. Given the reactants [F:1][C:2]1[CH:10]=[CH:9][C:8]([C:11]([F:14])([F:13])[F:12])=[CH:7][C:3]=1[C:4](Cl)=[O:5].[CH3:15][O:16][C:17]1[CH:22]=[C:21]([NH2:23])[CH:20]=[CH:19][N:18]=1.N1C=CC=CC=1.Cl, predict the reaction product. (2) Given the reactants [F:1][C:2]1[CH:31]=[CH:30][C:5]([CH2:6][C@H:7]([NH:17][C:18]([C:20]2[NH:29][C:23]3=[CH:24][N:25]=[C:26]([Cl:28])[CH:27]=[C:22]3[CH:21]=2)=[O:19])[C:8]([N:10]2[CH2:15][CH2:14][CH:13]([OH:16])[CH2:12][CH2:11]2)=[O:9])=[CH:4][CH:3]=1.[CH2:32](Br)[C:33]1[CH:38]=[CH:37][CH:36]=[CH:35][CH:34]=1.[H-].[Na+], predict the reaction product. The product is: [CH2:32]([O:16][CH:13]1[CH2:12][CH2:11][N:10]([C:8](=[O:9])[C@@H:7]([NH:17][C:18]([C:20]2[NH:29][C:23]3=[CH:24][N:25]=[C:26]([Cl:28])[CH:27]=[C:22]3[CH:21]=2)=[O:19])[CH2:6][C:5]2[CH:30]=[CH:31][C:2]([F:1])=[CH:3][CH:4]=2)[CH2:15][CH2:14]1)[C:33]1[CH:38]=[CH:37][CH:36]=[CH:35][CH:34]=1. (3) The product is: [CH2:12]([O:14][C:15]([C:17]1[NH:18][C:19]2[C:24]([C:25]=1[C:5](=[O:7])[CH3:6])=[CH:23][CH:22]=[CH:21][CH:20]=2)=[O:16])[CH3:13].[CH2:12]([O:14][C:15]([C:17]1[NH:18][C:19]2[C:24]([CH:25]=1)=[CH:23][C:22]([C:5](=[O:7])[CH3:6])=[CH:21][CH:20]=2)=[O:16])[CH3:13]. Given the reactants [Cl-].[Al+3].[Cl-].[Cl-].[C:5](OC(=O)C)(=[O:7])[CH3:6].[CH2:12]([O:14][C:15]([C:17]1[NH:18][C:19]2[C:24]([CH:25]=1)=[CH:23][CH:22]=[CH:21][CH:20]=2)=[O:16])[CH3:13], predict the reaction product. (4) Given the reactants C([O:8][C:9]1[C:10](=[O:34])[C:11]([C:29]2[S:30][CH:31]=[CH:32][N:33]=2)=[CH:12][N:13]2[CH2:18][CH2:17][N:16]([CH2:19][C:20]3[CH:25]=[CH:24][C:23]([Cl:26])=[C:22]([Cl:27])[CH:21]=3)[C:15](=[O:28])[C:14]=12)C1C=CC=CC=1, predict the reaction product. The product is: [Cl:27][C:22]1[CH:21]=[C:20]([CH:25]=[CH:24][C:23]=1[Cl:26])[CH2:19][N:16]1[CH2:17][CH2:18][N:13]2[CH:12]=[C:11]([C:29]3[S:30][CH:31]=[CH:32][N:33]=3)[C:10](=[O:34])[C:9]([OH:8])=[C:14]2[C:15]1=[O:28]. (5) Given the reactants CS(C)=[O:3].C([O-])([O-])=O.[K+].[K+].[C:11]([C:13]1[CH:18]=[CH:17][C:16]([S:19]([N:22]2[CH2:31][CH2:30][C:29]3[C:24](=[CH:25][C:26]([O:32][CH2:33][CH2:34][CH2:35][N:36]4[CH2:41][CH2:40][CH2:39][CH2:38][CH2:37]4)=[CH:27][CH:28]=3)[CH2:23]2)(=[O:21])=[O:20])=[CH:15][CH:14]=1)#[N:12].OO, predict the reaction product. The product is: [N:36]1([CH2:35][CH2:34][CH2:33][O:32][C:26]2[CH:25]=[C:24]3[C:29]([CH2:30][CH2:31][N:22]([S:19]([C:16]4[CH:17]=[CH:18][C:13]([C:11]([NH2:12])=[O:3])=[CH:14][CH:15]=4)(=[O:20])=[O:21])[CH2:23]3)=[CH:28][CH:27]=2)[CH2:41][CH2:40][CH2:39][CH2:38][CH2:37]1.